Regression/Classification. Given a drug SMILES string, predict its absorption, distribution, metabolism, or excretion properties. Task type varies by dataset: regression for continuous measurements (e.g., permeability, clearance, half-life) or binary classification for categorical outcomes (e.g., BBB penetration, CYP inhibition). Dataset: b3db_classification. From a dataset of Blood-brain barrier permeability classification from the B3DB database. (1) The drug is CO/N=C(/C(=O)NC1C(=O)N(OCC(=O)O)[C@H]1C)c1csc(N)n1. The result is 0 (does not penetrate BBB). (2) The drug is CCCC(C)C1(CCSC)C(=O)NC(=S)NC1=O. The result is 1 (penetrates BBB). (3) The drug is CNS(=O)(=O)CCc1ccc2[nH]cc(C3CCN(C)CC3)c2c1. The result is 1 (penetrates BBB). (4) The molecule is CN1CCN(C2Cc3ccccc3Sc3ccc(Cl)cc32)CC1. The result is 1 (penetrates BBB). (5) The molecule is O=C1[C@H]2[C@H]3CC[C@H](C3)[C@H]2C(=O)N1CCCCN1CCN(c2ncccn2)CC1. The result is 1 (penetrates BBB).